This data is from Kir2.1 potassium channel HTS with 301,493 compounds. The task is: Binary Classification. Given a drug SMILES string, predict its activity (active/inactive) in a high-throughput screening assay against a specified biological target. (1) The molecule is o1c(C2N3C(C4C2C(=O)N(C4=O)C)(Cc2ccccc2)C(=O)N(CC3=O)CCO)ccc1C. The result is 0 (inactive). (2) The drug is Clc1c(OCC(=O)c2cc3CCCCc3cc2)cccc1. The result is 0 (inactive). (3) The compound is O=C(CN1CC(N(CC1)c1cc(OC)ccc1)C)c1c2c([nH]c1)ccc(OC)c2. The result is 0 (inactive).